From a dataset of Reaction yield outcomes from USPTO patents with 853,638 reactions. Predict the reaction yield, written as a fraction of the theoretical maximum amount of product (1.0 means a 100% yield; for example, 0.34 means a 34% yield). (1) The reactants are [I:1][C:2]1[C:3]([O:17][CH3:18])=[C:4]([C:14]([OH:16])=[O:15])[C:5]2[C:10]([C:11]=1[O:12][CH3:13])=[CH:9][CH:8]=[CH:7][CH:6]=2.C(Cl)(=O)C(Cl)=O.[CH3:25][N:26]1[CH2:31][CH2:30][C:29]([CH2:39]O)([C:32]2[CH:37]=[CH:36][C:35]([F:38])=[CH:34][CH:33]=2)[CH2:28][CH2:27]1.C(N(CC)CC)C. The catalyst is CN(C=O)C.ClCCCl.C(Cl)Cl. The product is [CH3:25][N:26]1[CH2:31][CH2:30][C:29]([CH2:39][O:15][C:14]([C:4]2[C:5]3[C:10](=[CH:9][CH:8]=[CH:7][CH:6]=3)[C:11]([O:12][CH3:13])=[C:2]([I:1])[C:3]=2[O:17][CH3:18])=[O:16])([C:32]2[CH:33]=[CH:34][C:35]([F:38])=[CH:36][CH:37]=2)[CH2:28][CH2:27]1. The yield is 0.400. (2) The reactants are [NH2:1][CH:2]([CH2:13][C:14]1[CH:19]=[CH:18][CH:17]=[C:16]([O:20][CH2:21][C:22]2[CH:27]=[CH:26][CH:25]=[CH:24][CH:23]=2)[CH:15]=1)[C:3]([O:5][CH2:6][C:7]1[CH:12]=[CH:11][CH:10]=[CH:9][CH:8]=1)=[O:4].[C:28]([O:32][C:33]([NH:35][C:36]1[CH:43]=[CH:42][C:39]([CH2:40][NH2:41])=[CH:38][CH:37]=1)=[O:34])([CH3:31])([CH3:30])[CH3:29].C(N(CC)CC)C.C[CH2:52][O:53]C(C)=O. No catalyst specified. The product is [CH2:21]([O:20][C:16]1[CH:15]=[C:14]([CH2:13][CH:2]([NH:1][C:52]([NH:41][CH2:40][C:39]2[CH:38]=[CH:37][C:36]([NH:35][C:33]([O:32][C:28]([CH3:31])([CH3:29])[CH3:30])=[O:34])=[CH:43][CH:42]=2)=[O:53])[C:3]([O:5][CH2:6][C:7]2[CH:8]=[CH:9][CH:10]=[CH:11][CH:12]=2)=[O:4])[CH:19]=[CH:18][CH:17]=1)[C:22]1[CH:23]=[CH:24][CH:25]=[CH:26][CH:27]=1. The yield is 0.680.